From a dataset of Reaction yield outcomes from USPTO patents with 853,638 reactions. Predict the reaction yield, written as a fraction of the theoretical maximum amount of product (1.0 means a 100% yield; for example, 0.34 means a 34% yield). (1) The reactants are Br[C:2]1[S:3][CH:4]=[C:5]([Br:7])[N:6]=1.[NH:8]1[CH2:13][CH2:12][O:11][CH2:10][CH2:9]1. The catalyst is O. The product is [Br:7][C:5]1[N:6]=[C:2]([N:8]2[CH2:13][CH2:12][O:11][CH2:10][CH2:9]2)[S:3][CH:4]=1. The yield is 0.890. (2) The reactants are [CH3:1][O:2][C:3]1[CH:11]=[C:10]([O:12][CH3:13])[CH:9]=[CH:8][C:4]=1[C:5]([OH:7])=O.[NH2:14][C@H:15]1[CH2:20][C:19]2[C:21]([N:25]3[CH2:30][CH2:29][N:28]([CH3:31])[CH2:27][CH2:26]3)=[CH:22][CH:23]=[CH:24][C:18]=2[O:17][CH2:16]1.C(N(CC)CC)C. The catalyst is S(Cl)(Cl)=O.C(Cl)Cl. The product is [CH3:31][N:28]1[CH2:29][CH2:30][N:25]([C:21]2[C:19]3[CH2:20][C@H:15]([NH:14][C:5](=[O:7])[C:4]4[CH:8]=[CH:9][C:10]([O:12][CH3:13])=[CH:11][C:3]=4[O:2][CH3:1])[CH2:16][O:17][C:18]=3[CH:24]=[CH:23][CH:22]=2)[CH2:26][CH2:27]1. The yield is 0.710. (3) The reactants are [NH2:1][C:2]1[CH:7]=[CH:6][CH:5]=[CH:4][C:3]=1[S:8]([NH2:11])(=[O:10])=[O:9].[I:12]N1C(=O)CCC1=O. The catalyst is C(Cl)(Cl)Cl. The product is [NH2:1][C:2]1[CH:7]=[CH:6][C:5]([I:12])=[CH:4][C:3]=1[S:8]([NH2:11])(=[O:9])=[O:10]. The yield is 0.780. (4) The reactants are [CH3:1][C:2]1[N:3]([CH2:13][C:14]([O:16][CH2:17][CH3:18])=[O:15])[C:4]([CH:11]=[CH2:12])=[C:5]([C:7]([F:10])([F:9])[F:8])[N:6]=1.[Li+].[CH3:20][CH:21]([N-]C(C)C)[CH3:22].C(Br)C=C.[NH4+].[Cl-]. The catalyst is C1COCC1. The product is [CH3:1][C:2]1[N:3]([CH:13]([CH2:22][CH:21]=[CH2:20])[C:14]([O:16][CH2:17][CH3:18])=[O:15])[C:4]([CH:11]=[CH2:12])=[C:5]([C:7]([F:8])([F:9])[F:10])[N:6]=1. The yield is 0.140.